Dataset: Forward reaction prediction with 1.9M reactions from USPTO patents (1976-2016). Task: Predict the product of the given reaction. (1) Given the reactants Cl.CC(OC([N:9]1[CH2:14][CH2:13][CH:12]([C:15]2[N:16]=[CH:17][C:18]([C:21]([O:23][CH3:24])=[O:22])=[N:19][CH:20]=2)[CH2:11][CH2:10]1)=O)(C)C, predict the reaction product. The product is: [NH:9]1[CH2:14][CH2:13][CH:12]([C:15]2[N:16]=[CH:17][C:18]([C:21]([O:23][CH3:24])=[O:22])=[N:19][CH:20]=2)[CH2:11][CH2:10]1. (2) Given the reactants CN(C(ON1N=NC2C=CC=NC1=2)=[N+](C)C)C.F[P-](F)(F)(F)(F)F.[CH3:25][O:26][CH2:27][CH2:28][NH2:29].[CH2:30]([N:32]([CH2:55][C:56](O)=[O:57])[C:33]([C:35]1[CH:36]=[C:37]2[C:45](=[CH:46][CH:47]=1)[N:44]([CH3:48])[C:43]1[CH2:42][CH2:41][CH:40]([CH:49]3[CH2:54][CH2:53][O:52][CH2:51][CH2:50]3)[CH2:39][C:38]2=1)=[O:34])[CH3:31].C(N(CC)C(C)C)(C)C, predict the reaction product. The product is: [CH2:30]([N:32]([CH2:55][C:56]([NH:29][CH2:28][CH2:27][O:26][CH3:25])=[O:57])[C:33]([C:35]1[CH:36]=[C:37]2[C:45](=[CH:46][CH:47]=1)[N:44]([CH3:48])[C:43]1[CH2:42][CH2:41][CH:40]([CH:49]3[CH2:54][CH2:53][O:52][CH2:51][CH2:50]3)[CH2:39][C:38]2=1)=[O:34])[CH3:31].